Predict the reactants needed to synthesize the given product. From a dataset of Full USPTO retrosynthesis dataset with 1.9M reactions from patents (1976-2016). (1) Given the product [ClH:19].[CH3:20][NH:21][C:22](=[O:27])[C:23]([CH3:26])([CH3:25])[NH:24][CH2:15][C:11]1[CH:10]=[C:9]([C:6]2[CH:7]=[CH:8][C:3]([C:2]([F:18])([F:17])[F:1])=[CH:4][CH:5]=2)[CH:14]=[CH:13][N:12]=1, predict the reactants needed to synthesize it. The reactants are: [F:1][C:2]([F:18])([F:17])[C:3]1[CH:8]=[CH:7][C:6]([C:9]2[CH:14]=[CH:13][N:12]=[C:11]([CH:15]=O)[CH:10]=2)=[CH:5][CH:4]=1.[ClH:19].[CH3:20][NH:21][C:22](=[O:27])[C:23]([CH3:26])([CH3:25])[NH2:24].C([O-])(=O)C.[Na+].[BH-](OC(C)=O)(OC(C)=O)OC(C)=O.[Na+].C(O)(=O)C. (2) Given the product [ClH:32].[CH:1]1([CH2:6][C@@H:7]([C:16](=[O:31])[N:17]2[C@H:21]([C:22]([NH:24][C:25]3[CH:30]=[CH:29][CH:28]=[CH:27][N:26]=3)=[O:23])[CH2:20][CH:19]=[N:18]2)[CH2:8][C:9]([OH:11])=[O:10])[CH2:5][CH2:4][CH2:3][CH2:2]1, predict the reactants needed to synthesize it. The reactants are: [CH:1]1([CH2:6][C@@H:7]([C:16](=[O:31])[N:17]2[C@H:21]([C:22]([NH:24][C:25]3[CH:30]=[CH:29][CH:28]=[CH:27][N:26]=3)=[O:23])[CH2:20][CH:19]=[N:18]2)[CH2:8][C:9]([O:11]C(C)(C)C)=[O:10])[CH2:5][CH2:4][CH2:3][CH2:2]1.[ClH:32].O1CCOCC1. (3) Given the product [C:1]([O:5][C:6](=[O:15])[NH:7][CH:8]1[CH2:9][CH2:10][CH:11]([NH:14][S:24]([CH3:23])(=[O:26])=[O:25])[CH2:12][CH2:13]1)([CH3:4])([CH3:2])[CH3:3], predict the reactants needed to synthesize it. The reactants are: [C:1]([O:5][C:6](=[O:15])[NH:7][CH:8]1[CH2:13][CH2:12][CH:11]([NH2:14])[CH2:10][CH2:9]1)([CH3:4])([CH3:3])[CH3:2].C(N(CC)CC)C.[CH3:23][S:24](Cl)(=[O:26])=[O:25].FC(F)(F)C(O)=O.NC1CCC(NS(C)(=O)=O)CC1. (4) Given the product [CH:72]1([C:75]2[N:80]=[C:79]([C:81]3[NH:10][C:9]4=[N:8][C:7]([N:11]5[CH2:16][CH2:15][CH2:14][C@@H:13]([C:17]([N:19]6[CH2:20][CH2:21][O:22][CH2:23][CH2:24]6)=[O:18])[CH2:12]5)=[CH:6][CH:5]=[C:4]4[N:3]=3)[CH:78]=[N:77][CH:76]=2)[CH2:74][CH2:73]1, predict the reactants needed to synthesize it. The reactants are: Cl.Cl.[NH2:3][C:4]1[CH:5]=[CH:6][C:7]([N:11]2[CH2:16][CH2:15][CH2:14][C@@H:13]([C:17]([N:19]3[CH2:24][CH2:23][O:22][CH2:21][CH2:20]3)=[O:18])[CH2:12]2)=[N:8][C:9]=1[NH2:10].Cl.Cl.NC1C=CC(N2CCC[C@@H](C(N3CCCC3)=O)C2)=NC=1N.NC1N=C(N2CCC[C@@H](C(N3CCOCC3)=O)C2)C=CC=1[N+]([O-])=O.[CH:72]1([C:75]2[N:80]=[C:79]([C:81](=N)OCC)[CH:78]=[N:77][CH:76]=2)[CH2:74][CH2:73]1. (5) Given the product [C:1]([CH:5]1[CH2:6][CH2:7][C:8]2[N:31]=[C:29]([OH:30])[C:28]([N+:25]([O-:27])=[O:26])=[CH:11][C:9]=2[CH2:10]1)([CH3:2])([CH3:3])[CH3:4], predict the reactants needed to synthesize it. The reactants are: [C:1]([CH:5]1[CH2:10][CH:9]([CH:11]=O)[C:8](=O)[CH2:7][CH2:6]1)([CH3:4])([CH3:3])[CH3:2].[Na].C([O-])(=O)C.[NH2+]1CCCCC1.[N+:25]([CH2:28][C:29]([NH2:31])=[O:30])([O-:27])=[O:26]. (6) Given the product [CH3:1][N:2]1[C:9]([C:10]([F:11])([F:12])[F:13])=[CH:8][C:6](=[O:7])[N:5]([C:14]2[CH:15]=[CH:16][C:17]3[S:21][N:20]=[C:19]([CH:22]4[O:26][CH:25]([CH2:27][S:28]([CH3:29])=[O:39])[CH2:24][O:23]4)[C:18]=3[CH:30]=2)[C:3]1=[O:4], predict the reactants needed to synthesize it. The reactants are: [CH3:1][N:2]1[C:9]([C:10]([F:13])([F:12])[F:11])=[CH:8][C:6](=[O:7])[N:5]([C:14]2[CH:15]=[CH:16][C:17]3[S:21][N:20]=[C:19]([CH:22]4[O:26][CH:25]([CH2:27][S:28][CH3:29])[CH2:24][O:23]4)[C:18]=3[CH:30]=2)[C:3]1=[O:4].ClC1C=CC=C(C(OO)=[O:39])C=1. (7) Given the product [Cl:11][C:12]1[CH:17]=[CH:16][C:15]2[N:18]([CH2:2][CH2:3][N:4]3[CH2:8][CH2:7][CH2:6][CH:5]3[CH3:9])[C:24]3[CH2:25][CH2:26][N:21]([CH3:20])[CH2:22][C:23]=3[C:14]=2[CH:13]=1, predict the reactants needed to synthesize it. The reactants are: Br[CH2:2][CH2:3][N:4]1[CH2:8][CH2:7][CH2:6][CH:5]1[CH3:9].Cl.[Cl:11][C:12]1[CH:17]=[CH:16][C:15]([NH:18]N)=[CH:14][CH:13]=1.[CH3:20][N:21]1[CH2:26][CH2:25][C:24](=O)[CH2:23][CH2:22]1. (8) Given the product [Cl:23][C:22]1[C:17]([N:14]2[CH2:15][CH2:16][N:11]([C:8]3[NH:9][C:10]4[C:2]([C:33]5[CH:32]=[CH:31][C:30]([F:29])=[C:35]([F:36])[CH:34]=5)=[CH:3][C:4]([C:25]([F:27])([F:28])[F:26])=[CH:5][C:6]=4[N:7]=3)[CH2:12][CH2:13]2)=[N:18][CH:19]=[C:20]([Cl:24])[CH:21]=1, predict the reactants needed to synthesize it. The reactants are: Br[C:2]1[C:10]2[N:9]=[C:8]([N:11]3[CH2:16][CH2:15][N:14]([C:17]4[C:22]([Cl:23])=[CH:21][C:20]([Cl:24])=[CH:19][N:18]=4)[CH2:13][CH2:12]3)[NH:7][C:6]=2[CH:5]=[C:4]([C:25]([F:28])([F:27])[F:26])[CH:3]=1.[F:29][C:30]1[CH:31]=[C:32](B(O)O)[CH:33]=[CH:34][C:35]=1[F:36]. (9) Given the product [CH2:21]([O:23][C:24](=[O:31])[CH2:25][CH2:26][CH2:27][CH2:28][CH2:29][N:9]1[C@H:8]([C:3]2[C:2]([CH3:1])=[CH:7][CH:6]=[CH:5][N:4]=2)[CH2:13][CH2:12][CH2:11][C@@H:10]1[C:14]1[C:19]([CH3:20])=[CH:18][CH:17]=[CH:16][N:15]=1)[CH3:22], predict the reactants needed to synthesize it. The reactants are: [CH3:1][C:2]1[C:3]([C@H:8]2[CH2:13][CH2:12][CH2:11][C@@H:10]([C:14]3[C:19]([CH3:20])=[CH:18][CH:17]=[CH:16][N:15]=3)[NH:9]2)=[N:4][CH:5]=[CH:6][CH:7]=1.[CH2:21]([O:23][C:24](=[O:31])[CH2:25][CH2:26][CH2:27][CH2:28][CH2:29]Br)[CH3:22].CCN(C(C)C)C(C)C. (10) Given the product [CH3:1][C:2]1[N:7]=[C:6]2[S:8][C:9]3[CH2:13][CH2:12][CH2:11][C:10]=3[C:5]2=[C:4]([C:14]2[S:15][CH:16]=[CH:17][CH:18]=2)[C:3]=1[CH:19]([CH2:24][CH2:25][CH3:26])[C:20]([OH:22])=[O:21], predict the reactants needed to synthesize it. The reactants are: [CH3:1][C:2]1[N:7]=[C:6]2[S:8][C:9]3[CH2:13][CH2:12][CH2:11][C:10]=3[C:5]2=[C:4]([C:14]2[S:15][CH:16]=[CH:17][CH:18]=2)[C:3]=1[CH:19]([CH2:24][CH2:25][CH3:26])[C:20]([O:22]C)=[O:21].[OH-].[Na+].Cl.